The task is: Binary Classification. Given a drug SMILES string, predict its activity (active/inactive) in a high-throughput screening assay against a specified biological target.. This data is from HIV replication inhibition screening data with 41,000+ compounds from the AIDS Antiviral Screen. (1) The molecule is CN(C)c1ccc(C=NNS(=O)(=O)c2ccc(N)cc2)cc1. The result is 0 (inactive). (2) The molecule is C=CCC1(O)CC(n2ccc(=O)[nH]c2=O)OC1CO[Si](C)(C)C(C)(C)C. The result is 0 (inactive). (3) The compound is COC(=O)C1=C2Nc3ccccc3C23CCN(Cc2ccccc2)C3CC1C1=CC(OC)OC1OC.Cl. The result is 0 (inactive). (4) The molecule is CN(C)CCN1C(=O)N(CCN(C)C)c2c3cc(O)ccc3nc3c([N+](=O)[O-])ccc1c23.Cl. The result is 0 (inactive). (5) The drug is COc1ccc(C2CC(=O)c3ccccc3O2)cc1. The result is 0 (inactive). (6) The drug is COc1ccc(-c2c(C#N)c(=O)nc(SC)n2C2OCC(OC(C)=O)C(OC(C)=O)C2OC(C)=O)cc1. The result is 0 (inactive). (7) The compound is CCCC(=O)NC1Cc2cc(C)cc(C)c21. The result is 0 (inactive). (8) The molecule is N#Cc1c(-c2ccc([N+](=O)[O-])cc2)c(C#N)c(=O)n(NS(=O)(=O)c2ccccc2)c1-c1ccccc1. The result is 0 (inactive).